From a dataset of Reaction yield outcomes from USPTO patents with 853,638 reactions. Predict the reaction yield, written as a fraction of the theoretical maximum amount of product (1.0 means a 100% yield; for example, 0.34 means a 34% yield). (1) The reactants are [CH3:1][C:2]1[O:6][N:5]=[C:4]([C:7]2[CH:12]=[CH:11][CH:10]=[CH:9][CH:8]=2)[C:3]=1[CH2:13][O:14][C:15]1[N:20]=[CH:19][C:18]([NH2:21])=[CH:17][CH:16]=1.[CH3:22][O:23][C:24]([C:26](Cl)=[O:27])=[O:25]. No catalyst specified. The product is [CH3:22][O:23][C:24](=[O:25])[C:26]([NH:21][C:18]1[CH:19]=[N:20][C:15]([O:14][CH2:13][C:3]2[C:4]([C:7]3[CH:12]=[CH:11][CH:10]=[CH:9][CH:8]=3)=[N:5][O:6][C:2]=2[CH3:1])=[CH:16][CH:17]=1)=[O:27]. The yield is 0.600. (2) The catalyst is C1COCC1. The product is [CH3:17][N:13]1[CH2:14][CH2:15][CH2:16][C@:12]1([C:10]1[N:6]2[CH:7]=[C:2]([F:1])[CH:3]=[CH:4][C:5]2=[N:8][N:9]=1)[CH3:18]. The yield is 0.490. The reactants are [F:1][C:2]1[CH:3]=[CH:4][C:5]([NH:8][NH:9][C:10]([C@:12]2([CH3:18])[CH2:16][CH2:15][CH2:14][N:13]2[CH3:17])=O)=[N:6][CH:7]=1.CCN(CC)CC.C1C=CC(P(C2C=CC=CC=2)C2C=CC=CC=2)=CC=1.ClC(Cl)(Cl)C(Cl)(Cl)Cl. (3) The reactants are Cl[C:2]1[N:3]([C@@H:15]2[O:21][C@H:20]([CH2:22][OH:23])[C@@H:18]([OH:19])[C@H:16]2[OH:17])[C:4]2[C:9]([C:10]=1[CH:11]=O)=[CH:8][C:7]([Cl:13])=[C:6]([Cl:14])[CH:5]=2.[CH3:24][NH:25][NH2:26].CO.O. The catalyst is CO. The product is [Cl:13][C:7]1[CH:8]=[C:9]2[C:4](=[CH:5][C:6]=1[Cl:14])[N:3]([C@@H:15]1[O:21][C@H:20]([CH2:22][OH:23])[C@@H:18]([OH:19])[C@H:16]1[OH:17])[C:2]1[N:25]([CH3:24])[N:26]=[CH:11][C:10]2=1. The yield is 0.330. (4) The reactants are [C:1]([O:5][C:6]([NH:8][CH:9]([CH2:20][CH2:21][C:22]([O:24][CH2:25][CH2:26][CH2:27][CH2:28][CH2:29][CH2:30][NH:31][C:32]([NH:34][S:35]([C:38]1[CH:44]=[CH:43][C:41]([CH3:42])=[CH:40][CH:39]=1)(=[O:37])=[O:36])=[NH:33])=[O:23])[C:10]([O:12]CC1C=CC=CC=1)=[O:11])=[O:7])([CH3:4])([CH3:3])[CH3:2].C. The catalyst is CO.[Pd]. The product is [NH:33]=[C:32]([NH:34][S:35]([C:38]1[CH:39]=[CH:40][C:41]([CH3:42])=[CH:43][CH:44]=1)(=[O:36])=[O:37])[NH:31][CH2:30][CH2:29][CH2:28][CH2:27][CH2:26][CH2:25][O:24][C:22](=[O:23])[CH2:21][CH2:20][CH:9]([C:10]([OH:12])=[O:11])[NH:8][C:6](=[O:7])[O:5][C:1]([CH3:4])([CH3:3])[CH3:2]. The yield is 0.860. (5) The reactants are [O:1]1[C:5]2[CH:6]=[CH:7][C:8]([C:10]3([C:13]([OH:15])=O)[CH2:12][CH2:11]3)=[CH:9][C:4]=2[O:3][CH2:2]1.S(Cl)(Cl)=O.C(N(CC)CC)C.[NH2:27][C:28]1[S:29][C:30]([C:33]([C:35]2[CH:40]=[CH:39][CH:38]=[CH:37][C:36]=2[Cl:41])=[O:34])=[CH:31][N:32]=1. The catalyst is O1CCOCC1.CN(C)C=O. The product is [Cl:41][C:36]1[CH:37]=[CH:38][CH:39]=[CH:40][C:35]=1[C:33]([C:30]1[S:29][C:28]([NH:27][C:13]([C:10]2([C:8]3[CH:7]=[CH:6][C:5]4[O:1][CH2:2][O:3][C:4]=4[CH:9]=3)[CH2:11][CH2:12]2)=[O:15])=[N:32][CH:31]=1)=[O:34]. The yield is 0.564. (6) The reactants are [N-:1]=[C:2]=[O:3].C(O[C:7](=[O:10])[CH2:8][NH2:9])C.[C:11]1([CH2:17][N:18]2[CH2:23][CH2:22][CH:21](N)[CH2:20][CH2:19]2)[CH:16]=[CH:15][CH:14]=[CH:13][CH:12]=1.CCO.Cl. The catalyst is C(Cl)(Cl)Cl. The product is [C:11]1([CH2:17][N:18]2[CH2:23][CH2:22][CH:21]([N:1]3[C:7](=[O:10])[CH2:8][NH:9][C:2]3=[O:3])[CH2:20][CH2:19]2)[CH:16]=[CH:15][CH:14]=[CH:13][CH:12]=1. The yield is 0.700.